This data is from NCI-60 drug combinations with 297,098 pairs across 59 cell lines. The task is: Regression. Given two drug SMILES strings and cell line genomic features, predict the synergy score measuring deviation from expected non-interaction effect. (1) Drug 1: COC1=C(C=C2C(=C1)N=CN=C2NC3=CC(=C(C=C3)F)Cl)OCCCN4CCOCC4. Drug 2: CCC1(CC2CC(C3=C(CCN(C2)C1)C4=CC=CC=C4N3)(C5=C(C=C6C(=C5)C78CCN9C7C(C=CC9)(C(C(C8N6C)(C(=O)OC)O)OC(=O)C)CC)OC)C(=O)OC)O.OS(=O)(=O)O. Cell line: HS 578T. Synergy scores: CSS=41.9, Synergy_ZIP=0.646, Synergy_Bliss=5.64, Synergy_Loewe=-16.6, Synergy_HSA=6.29. (2) Drug 1: CN(C)C1=NC(=NC(=N1)N(C)C)N(C)C. Drug 2: CCCCCOC(=O)NC1=NC(=O)N(C=C1F)C2C(C(C(O2)C)O)O. Cell line: OVCAR-8. Synergy scores: CSS=-5.68, Synergy_ZIP=2.04, Synergy_Bliss=-3.21, Synergy_Loewe=-8.97, Synergy_HSA=-8.61.